This data is from Full USPTO retrosynthesis dataset with 1.9M reactions from patents (1976-2016). The task is: Predict the reactants needed to synthesize the given product. (1) Given the product [Cl:1][C:2]1[C:14]2[C:13]3[C:8](=[CH:9][CH:10]=[CH:11][CH:12]=3)[C:7]([C:20]([F:21])([F:22])[F:23])([OH:15])[C:6]=2[CH:5]=[C:4]([F:24])[CH:3]=1, predict the reactants needed to synthesize it. The reactants are: [Cl:1][C:2]1[C:14]2[C:13]3[C:8](=[CH:9][CH:10]=[CH:11][CH:12]=3)[C:7]([C:20]([F:23])([F:22])[F:21])([O:15]CC(O)=O)[C:6]=2[CH:5]=[C:4]([F:24])[CH:3]=1.C(N(C(C)C)C(C)C)C.C1(P(N=[N+]=[N-])(C2C=CC=CC=2)=O)C=CC=CC=1.Cl. (2) The reactants are: [CH2:1]([O:8][C:9]([NH:11][C@@H:12]([CH2:16][S:17][CH2:18][C@H:19]([O:35][C:36](=[O:48])[NH:37][CH2:38][CH2:39][CH2:40][CH2:41][CH2:42][CH2:43][CH2:44][CH2:45]CC)[CH2:20][O:21][C:22](=[O:34])[NH:23][CH2:24][CH2:25][CH2:26][CH2:27][CH2:28][CH2:29][CH2:30][CH2:31]CC)[C:13](O)=[O:14])=[O:10])[C:2]1[CH:7]=[CH:6][CH:5]=[CH:4][CH:3]=1.CN(C(ON1N=NC2C=CC=CC1=2)=[N+](C)C)C.F[P-](F)(F)(F)(F)F.CCN(C(C)C)C(C)C.[NH2:82][CH2:83][CH2:84][O:85][CH2:86][CH2:87][O:88][CH2:89][CH2:90][O:91][CH2:92][CH2:93][P:94](=[O:101])([O:98][CH2:99][CH3:100])[O:95][CH2:96][CH3:97]. Given the product [CH2:99]([O:98][P:94]([CH2:93][CH2:92][O:91][CH2:90][CH2:89][O:88][CH2:87][CH2:86][O:85][CH2:84][CH2:83][NH:82][C:13](=[O:14])[C@@H:12]([NH:11][C:9]([O:8][CH2:1][C:2]1[CH:7]=[CH:6][CH:5]=[CH:4][CH:3]=1)=[O:10])[CH2:16][S:17][CH2:18][C@H:19]([O:35][C:36](=[O:48])[NH:37][CH2:38][CH2:39][CH2:40][CH2:41][CH2:42][CH2:43][CH2:44][CH3:45])[CH2:20][O:21][C:22](=[O:34])[NH:23][CH2:24][CH2:25][CH2:26][CH2:27][CH2:28][CH2:29][CH2:30][CH3:31])(=[O:101])[O:95][CH2:96][CH3:97])[CH3:100], predict the reactants needed to synthesize it. (3) Given the product [CH3:8][O:7][C:5](=[O:6])[C:4]([C:9]1[CH:14]=[CH:13][CH:12]=[C:11]([Br:15])[CH:10]=1)([CH3:18])[C:3]([O:2][CH3:1])=[O:16], predict the reactants needed to synthesize it. The reactants are: [CH3:1][O:2][C:3](=[O:16])[CH:4]([C:9]1[CH:14]=[CH:13][CH:12]=[C:11]([Br:15])[CH:10]=1)[C:5]([O:7][CH3:8])=[O:6].[Na].[CH3:18]I. (4) Given the product [CH2:65]([O:67][C:68]([CH:70]1[CH2:75][CH2:74][N:73]([C:21]2[CH:20]=[CH:19][C:18]([Cl:24])=[C:17]([C:9]3[NH:8][C:12]4[CH:13]=[N:14][CH:15]=[CH:16][C:11]=4[N:10]=3)[CH:22]=2)[CH2:72][CH2:71]1)=[O:69])[CH3:66], predict the reactants needed to synthesize it. The reactants are: C(OC([N:8]1[C:12]2[CH:13]=[N:14][CH:15]=[CH:16][C:11]=2[N:10]=[C:9]1[C:17]1[CH:22]=[C:21](Br)[CH:20]=[CH:19][C:18]=1[Cl:24])=O)(C)(C)C.C1(P(C2CCCCC2)C2C=CC=CC=2C2C(C(C)C)=CC(C(C)C)=CC=2C(C)C)CCCCC1.C(=O)([O-])[O-].[Cs+].[Cs+].[CH2:65]([O:67][C:68]([CH:70]1[CH2:75][CH2:74][NH:73][CH2:72][CH2:71]1)=[O:69])[CH3:66]. (5) The reactants are: C([O:4][CH2:5][CH2:6][CH:7]([CH3:15])[CH2:8][C:9]1[CH2:14][CH2:13][CH2:12][CH2:11][CH:10]=1)(=O)C.[OH-].[Na+]. Given the product [C:9]1([CH2:8][CH:7]([CH3:15])[CH2:6][CH2:5][OH:4])[CH2:14][CH2:13][CH2:12][CH2:11][CH:10]=1, predict the reactants needed to synthesize it.